This data is from Catalyst prediction with 721,799 reactions and 888 catalyst types from USPTO. The task is: Predict which catalyst facilitates the given reaction. (1) Reactant: [Br:1][C:2]1[N:6]2[CH:7]=[C:8]([I:15])[CH:9]=[C:10]([C:11]([F:14])([F:13])[F:12])[C:5]2=[N:4][C:3]=1[C:16]([OH:18])=O.[NH:19]1[CH2:24][CH2:23][CH:22]([N:25]2[CH2:29][CH2:28][O:27][C:26]2=[O:30])[CH2:21][CH2:20]1.C(N(CC)C(C)C)(C)C.CN(C(ON1N=NC2C=CC=NC1=2)=[N+](C)C)C.F[P-](F)(F)(F)(F)F. Product: [Br:1][C:2]1[N:6]2[CH:7]=[C:8]([I:15])[CH:9]=[C:10]([C:11]([F:12])([F:13])[F:14])[C:5]2=[N:4][C:3]=1[C:16]([N:19]1[CH2:20][CH2:21][CH:22]([N:25]2[CH2:29][CH2:28][O:27][C:26]2=[O:30])[CH2:23][CH2:24]1)=[O:18]. The catalyst class is: 31. (2) Reactant: [F:1][C:2]1[CH:15]=[N:14][C:5]2[N:6]=[CH:7][C:8](=[O:13])[N:9]([CH2:10][CH:11]=C)[C:4]=2[CH:3]=1.I([O-])(=O)(=O)=[O:17].[Na+]. Product: [F:1][C:2]1[CH:15]=[N:14][C:5]2[N:6]=[CH:7][C:8](=[O:13])[N:9]([CH2:10][CH:11]=[O:17])[C:4]=2[CH:3]=1. The catalyst class is: 785. (3) Reactant: C([Li])CCC.Br[C:7]1[CH:16]=[CH:15][C:14]2[C:9](=[CH:10][CH:11]=[C:12]([O:17][CH3:18])[CH:13]=2)[CH:8]=1.[F:19][C:20]1[CH:27]=[C:26]([O:28][CH3:29])[CH:25]=[CH:24][C:21]=1[CH:22]=[O:23]. Product: [F:19][C:20]1[CH:27]=[C:26]([O:28][CH3:29])[CH:25]=[CH:24][C:21]=1[CH:22]([C:7]1[CH:16]=[CH:15][C:14]2[C:9](=[CH:10][CH:11]=[C:12]([O:17][CH3:18])[CH:13]=2)[CH:8]=1)[OH:23]. The catalyst class is: 1. (4) The catalyst class is: 8. Product: [Cl:1][C:2]1[CH:7]=[CH:6][C:5]([CH2:8][CH2:9][CH2:10][C:11]2[O:15][N:14]=[C:13]([C:16]([OH:18])=[O:17])[CH:12]=2)=[CH:4][CH:3]=1. Reactant: [Cl:1][C:2]1[CH:7]=[CH:6][C:5]([CH2:8][CH2:9][CH2:10][C:11]2[O:15][N:14]=[C:13]([C:16]([O:18]CC)=[O:17])[CH:12]=2)=[CH:4][CH:3]=1.[OH-].[K+].O.